Predict the reaction yield, written as a fraction of the theoretical maximum amount of product (1.0 means a 100% yield; for example, 0.34 means a 34% yield). From a dataset of Reaction yield outcomes from USPTO patents with 853,638 reactions. (1) The reactants are [Cl:1]C(OC(Cl)C)=O.C([N:21]1[CH2:24][CH:23]([O:25][CH2:26][CH2:27][CH2:28][CH3:29])[CH2:22]1)(C1C=CC=CC=1)C1C=CC=CC=1.CO. The yield is 0.860. The catalyst is ClCCCl. The product is [ClH:1].[CH2:26]([O:25][CH:23]1[CH2:24][NH:21][CH2:22]1)[CH2:27][CH2:28][CH3:29]. (2) The reactants are [CH2:1]1[C:10]2[C:5](=[CH:6][CH:7]=[CH:8][CH:9]=2)[CH2:4][CH2:3][N:2]1[CH2:11][CH2:12][CH2:13][CH2:14][O:15][C:16]1[N:25]=[C:24]2[C:19]([CH:20]=[CH:21][C:22](=[O:26])[NH:23]2)=[CH:18][CH:17]=1.[F:27][C:28]([F:40])([F:39])C1C=CC=C2C=1CCNC2. No catalyst specified. The product is [F:27][C:28]([F:40])([F:39])[C:6]1[CH:7]=[CH:8][CH:9]=[C:10]2[C:5]=1[CH2:4][CH2:3][N:2]([CH2:11][CH2:12][CH2:13][CH2:14][O:15][C:16]1[N:25]=[C:24]3[C:19]([CH:20]=[CH:21][C:22](=[O:26])[NH:23]3)=[CH:18][CH:17]=1)[CH2:1]2. The yield is 0.330. (3) The reactants are [F:1][C:2]1[CH:3]=[C:4]([CH:28]=[CH:29][C:30]=1[F:31])[CH2:5][N:6]1[C:11](=[O:12])[C:10]([CH2:13]OS(C)(=O)=O)=[CH:9][C:8]([C:19]2[CH:24]=[CH:23][C:22]([O:25][CH3:26])=[C:21]([F:27])[CH:20]=2)=[N:7]1.[CH3:32][NH:33][CH3:34]. No catalyst specified. The product is [F:1][C:2]1[CH:3]=[C:4]([CH:28]=[CH:29][C:30]=1[F:31])[CH2:5][N:6]1[C:11](=[O:12])[C:10]([CH2:13][N:33]([CH3:34])[CH3:32])=[CH:9][C:8]([C:19]2[CH:24]=[CH:23][C:22]([O:25][CH3:26])=[C:21]([F:27])[CH:20]=2)=[N:7]1. The yield is 0.771. (4) The reactants are [N-:1]=[N+:2]=[N-:3].[Na+].C([N+](CCCC)(CCCC)CCCC)CCC.Cl[CH2:23]/[CH:24]=[C:25](\[CH3:34])/[CH2:26][O:27][CH:28]1[CH2:33][CH2:32][CH2:31][CH2:30][O:29]1. The catalyst is O.CCCCC. The product is [N:1]([CH2:23]/[CH:24]=[C:25](\[CH3:34])/[CH2:26][O:27][CH:28]1[CH2:33][CH2:32][CH2:31][CH2:30][O:29]1)=[N+:2]=[N-:3]. The yield is 0.900.